This data is from Reaction yield outcomes from USPTO patents with 853,638 reactions. The task is: Predict the reaction yield, written as a fraction of the theoretical maximum amount of product (1.0 means a 100% yield; for example, 0.34 means a 34% yield). (1) The reactants are Br[C:2]1[CH:3]=[C:4]2[C:9](=[CH:10][CH:11]=1)[N:8]=[C:7]([O:12][CH3:13])[CH:6]=[C:5]2[C:14]1[CH:19]=[C:18]([Cl:20])[CH:17]=[C:16]([Cl:21])[CH:15]=1.[Cl:22][C:23]1[N:28]=[CH:27][C:26]([C:29]([C:31]2[N:32]([CH3:36])[CH:33]=[N:34][CH:35]=2)=[O:30])=[CH:25][CH:24]=1. No catalyst specified. The product is [Cl:21][C:16]1[CH:15]=[C:14]([C:5]2[C:4]3[C:9](=[CH:10][CH:11]=[C:2]([C:29]([C:26]4[CH:27]=[N:28][C:23]([Cl:22])=[CH:24][CH:25]=4)([C:31]4[N:32]([CH3:36])[CH:33]=[N:34][CH:35]=4)[OH:30])[CH:3]=3)[N:8]=[C:7]([O:12][CH3:13])[CH:6]=2)[CH:19]=[C:18]([Cl:20])[CH:17]=1. The yield is 0.395. (2) The yield is 0.940. The catalyst is C1COCC1.C(OCC)(=O)C. The product is [C:1]([O:5][C:6]([NH:8][CH:9]([C:13]([O:16][CH3:17])([CH3:15])[CH3:14])[C:10]([OH:12])=[O:11])=[O:7])([CH3:4])([CH3:2])[CH3:3]. The reactants are [C:1]([O:5][C:6]([NH:8][CH:9]([C:13]([OH:16])([CH3:15])[CH3:14])[C:10]([OH:12])=[O:11])=[O:7])([CH3:4])([CH3:3])[CH3:2].[CH3:17]I.[H-].[Na+].O. (3) The reactants are [Cl:1][C:2]1[CH:3]=[C:4]([C@@H:12]([CH2:22][CH:23]2[CH2:27][CH2:26][CH2:25][CH2:24]2)[C:13]([NH:15][C:16]2[CH:20]=[CH:19][N:18]([CH3:21])[N:17]=2)=[O:14])[CH:5]=[CH:6][C:7]=1[S:8]([CH3:11])(=[O:10])=[O:9].[C:28](Cl)(=O)C(Cl)=O.N1C(C)=CC=CC=1C.C(N1C=CC(N)=N1)C. The catalyst is C(Cl)Cl. The product is [Cl:1][C:2]1[CH:3]=[C:4]([C@@H:12]([CH2:22][CH:23]2[CH2:24][CH2:25][CH2:26][CH2:27]2)[C:13]([NH:15][C:16]2[CH:20]=[CH:19][N:18]([CH2:21][CH3:28])[N:17]=2)=[O:14])[CH:5]=[CH:6][C:7]=1[S:8]([CH3:11])(=[O:10])=[O:9]. The yield is 0.620. (4) The reactants are [NH2:1][C:2]1[C:3]([O:15][CH3:16])=[C:4]([CH:9]([OH:14])[C:10]([F:13])([F:12])[F:11])[CH:5]=[C:6](Br)[CH:7]=1.[NH:17]1[CH2:22][CH2:21][CH2:20][CH2:19][CH2:18]1. No catalyst specified. The product is [NH2:1][C:2]1[C:3]([O:15][CH3:16])=[C:4]([CH:9]([OH:14])[C:10]([F:13])([F:12])[F:11])[CH:5]=[C:6]([N:17]2[CH2:22][CH2:21][CH2:20][CH2:19][CH2:18]2)[CH:7]=1. The yield is 0.300.